This data is from Reaction yield outcomes from USPTO patents with 853,638 reactions. The task is: Predict the reaction yield, written as a fraction of the theoretical maximum amount of product (1.0 means a 100% yield; for example, 0.34 means a 34% yield). The reactants are [F:1][C:2]([F:18])([F:17])[C:3]1[O:7][N:6]=[C:5]([C:8]2[CH:16]=[CH:15][C:11]([C:12]([OH:14])=O)=[CH:10][CH:9]=2)[CH:4]=1.Cl.NO.C([N:24]([CH2:27]C)CC)C.C1CCC(N=C=NC2CCCCC2)CC1.CN([CH:47]=[O:48])C. The catalyst is ClCCl.CN(C1C=CN=CC=1)C. The product is [CH3:47][O:48][N:24]([CH3:27])[C:12](=[O:14])[C:11]1[CH:10]=[CH:9][C:8]([C:5]2[CH:4]=[C:3]([C:2]([F:1])([F:18])[F:17])[O:7][N:6]=2)=[CH:16][CH:15]=1. The yield is 0.740.